Dataset: Catalyst prediction with 721,799 reactions and 888 catalyst types from USPTO. Task: Predict which catalyst facilitates the given reaction. (1) Reactant: Cl[C:2]1[C:3](=[O:10])[O:4][C:5]([CH3:9])=[C:6]([Cl:8])[N:7]=1.[NH2:11][C:12]1[CH:17]=[CH:16][CH:15]=[CH:14][CH:13]=1.O. Product: [Cl:8][C:6]1[N:7]=[C:2]([NH:11][C:12]2[CH:17]=[CH:16][CH:15]=[CH:14][CH:13]=2)[C:3](=[O:10])[O:4][C:5]=1[CH3:9]. The catalyst class is: 7. (2) Reactant: N1CCCCC1.[CH3:7][O:8][C:9]1[CH:10]=[C:11]([CH:14]=[CH:15][C:16]=1[O:17][CH2:18][C:19]#[CH:20])[CH:12]=O.C([CH2:24][C:25]([NH:27][C:28]1[CH:36]=[CH:35][CH:34]=[CH:33][C:29]=1[C:30]([OH:32])=[O:31])=[O:26])(O)=O. Product: [CH3:7][O:8][C:9]1[CH:10]=[C:11](/[CH:12]=[CH:24]/[C:25]([NH:27][C:28]2[CH:36]=[CH:35][CH:34]=[CH:33][C:29]=2[C:30]([OH:32])=[O:31])=[O:26])[CH:14]=[CH:15][C:16]=1[O:17][CH2:18][C:19]#[CH:20]. The catalyst class is: 11. (3) Reactant: C(OC([N:8]1[CH2:13][CH2:12][N:11]([CH2:14][C:15]2[CH:20]=[CH:19][C:18]([C:21]3[CH:22]=[C:23]([C:27]4[CH:32]=[C:31]([NH2:33])[N:30]=[C:29]([C:34]5[CH:39]=[CH:38][CH:37]=[CH:36][N:35]=5)[CH:28]=4)[CH:24]=[N:25][CH:26]=3)=[CH:17][CH:16]=2)[CH2:10][CH2:9]1)=O)(C)(C)C.C(O)(C(F)(F)F)=O. Product: [N:11]1([CH2:14][C:15]2[CH:20]=[CH:19][C:18]([C:21]3[CH:22]=[C:23]([C:27]4[CH:32]=[C:31]([NH2:33])[N:30]=[C:29]([C:34]5[CH:39]=[CH:38][CH:37]=[CH:36][N:35]=5)[CH:28]=4)[CH:24]=[N:25][CH:26]=3)=[CH:17][CH:16]=2)[CH2:10][CH2:9][NH:8][CH2:13][CH2:12]1. The catalyst class is: 2. (4) Reactant: [OH:1][C:2]1[C:3]([I:8])=[N:4][CH:5]=[CH:6][CH:7]=1.CN(C=O)C.[CH3:14][O:15][CH2:16]Cl. Product: [I:8][C:3]1[C:2]([O:1][CH2:14][O:15][CH3:16])=[CH:7][CH:6]=[CH:5][N:4]=1. The catalyst class is: 220. (5) Product: [F:1][C:2]1[CH:7]=[CH:6][C:5]([F:8])=[CH:4][C:3]=1[CH:9]1[CH2:13][CH2:12][CH2:11][N:10]1[C:14]1[CH:15]=[CH:16][C:17]2[N:18]([C:20]([C:23]([NH:64][C:63]3[CH:65]=[CH:66][C:60]([F:59])=[CH:61][CH:62]=3)=[O:25])=[CH:21][N:22]=2)[CH:19]=1. Reactant: [F:1][C:2]1[CH:7]=[CH:6][C:5]([F:8])=[CH:4][C:3]=1[CH:9]1[CH2:13][CH2:12][CH2:11][N:10]1[C:14]1[CH:15]=[CH:16][C:17]2[N:18]([C:20]([C:23]([OH:25])=O)=[CH:21][N:22]=2)[CH:19]=1.CN(C(ON1N=NC2C=CC=NC1=2)=[N+](C)C)C.F[P-](F)(F)(F)(F)F.CCN(C(C)C)C(C)C.[F:59][C:60]1[CH:66]=[CH:65][C:63]([NH2:64])=[CH:62][CH:61]=1. The catalyst class is: 3.